This data is from Full USPTO retrosynthesis dataset with 1.9M reactions from patents (1976-2016). The task is: Predict the reactants needed to synthesize the given product. (1) Given the product [F:14][C:15]1[C:36]([F:37])=[CH:35][CH:34]=[CH:33][C:16]=1[CH2:17][N:18]1[C:22]2=[N:23][C:24]([CH3:28])=[C:25]([F:27])[CH:26]=[C:21]2[C:20]([C:29]2[N:30]=[N:31][C:7]([C:2]([CH3:13])([CH3:1])[C:3]([O:5][CH3:6])=[O:4])=[C:8]([OH:9])[N:32]=2)=[N:19]1, predict the reactants needed to synthesize it. The reactants are: [CH3:1][C:2]([CH3:13])([C:7](=O)[C:8](OC)=[O:9])[C:3]([O:5][CH3:6])=[O:4].[F:14][C:15]1[C:36]([F:37])=[CH:35][CH:34]=[CH:33][C:16]=1[CH2:17][N:18]1[C:22]2=[N:23][C:24]([CH3:28])=[C:25]([F:27])[CH:26]=[C:21]2[C:20]([C:29](=[NH:32])[NH:30][NH2:31])=[N:19]1. (2) Given the product [F:11][C:10]1[C:9]([N:12]2[C:16](=[O:17])[C:15]3=[CH:18][CH:19]=[CH:20][CH:21]=[C:14]3[C:13]2=[O:22])=[CH:8][CH:7]=[C:6]2[C:5]=1[CH:4]=[C:1]([CH3:2])[NH:23]2, predict the reactants needed to synthesize it. The reactants are: [C:1]([CH2:4][C:5]1[C:10]([F:11])=[C:9]([N:12]2[C:16](=[O:17])[C:15]3=[CH:18][CH:19]=[CH:20][CH:21]=[C:14]3[C:13]2=[O:22])[CH:8]=[CH:7][C:6]=1[N+:23]([O-])=O)(=O)[CH3:2].C([O-])(=O)C.[NH4+]. (3) Given the product [NH2:3][CH2:2][CH2:1][NH:4][C:12]1[C:13](=[O:14])[N:9]([C:5]([CH3:7])([CH3:6])[CH3:8])[S:10](=[O:23])(=[O:22])[C:11]=1[C:16]1[CH:21]=[CH:20][CH:19]=[CH:18][CH:17]=1, predict the reactants needed to synthesize it. The reactants are: [CH2:1]([NH2:4])[CH2:2][NH2:3].[C:5]([N:9]1[C:13](=[O:14])[C:12](Cl)=[C:11]([C:16]2[CH:21]=[CH:20][CH:19]=[CH:18][CH:17]=2)[S:10]1(=[O:23])=[O:22])([CH3:8])([CH3:7])[CH3:6]. (4) The reactants are: CN(C(ON1N=NC2C=CC=CC1=2)=[N+](C)C)C.[B-](F)(F)(F)F.CCN(C(C)C)C(C)C.[C:32]([C:34]1[C:35]([N:46]2[CH2:51][CH2:50][CH:49]([C:52]([OH:54])=O)[CH2:48][CH2:47]2)=[N:36][C:37]([CH3:45])=[C:38]([C:40]([S:42][CH2:43][CH3:44])=[O:41])[CH:39]=1)#[N:33].[C:55]1([CH2:61][S:62]([NH2:65])(=[O:64])=[O:63])[CH:60]=[CH:59][CH:58]=[CH:57][CH:56]=1.C([O-])(O)=O.[Na+]. Given the product [CH2:61]([S:62]([NH:65][C:52]([CH:49]1[CH2:50][CH2:51][N:46]([C:35]2[N:36]=[C:37]([CH3:45])[C:38]([C:40](=[O:41])[S:42][CH2:43][CH3:44])=[CH:39][C:34]=2[C:32]#[N:33])[CH2:47][CH2:48]1)=[O:54])(=[O:64])=[O:63])[C:55]1[CH:60]=[CH:59][CH:58]=[CH:57][CH:56]=1, predict the reactants needed to synthesize it. (5) The reactants are: Br[C:2]1[N:3]=[C:4]([CH2:7][O:8][C:9]2[CH:14]=[CH:13][N:12]([C:15]3[CH:16]=[CH:17][C:18]4[N:22]=[C:21]([CH:23]5[CH2:25][CH2:24]5)[N:20]([CH3:26])[C:19]=4[CH:27]=3)[C:11](=[O:28])[CH:10]=2)[S:5][CH:6]=1.[CH:29]1(B(O)O)[CH2:31][CH2:30]1.C(=O)([O-])[O-].[K+].[K+].COCCOC. Given the product [CH:23]1([C:21]2[N:20]([CH3:26])[C:19]3[CH:27]=[C:15]([N:12]4[CH:13]=[CH:14][C:9]([O:8][CH2:7][C:4]5[S:5][CH:6]=[C:2]([CH:29]6[CH2:31][CH2:30]6)[N:3]=5)=[CH:10][C:11]4=[O:28])[CH:16]=[CH:17][C:18]=3[N:22]=2)[CH2:25][CH2:24]1, predict the reactants needed to synthesize it. (6) Given the product [CH2:14]([C:18]1[CH:23]=[C:22]([C:2]2[N:6]([C:7]3[CH:12]=[CH:11][CH:10]=[CH:9][CH:8]=3)[N:5]=[C:4]([NH2:13])[CH:3]=2)[CH:21]=[CH:20][CH:19]=1)[CH2:15][CH2:16][CH3:17], predict the reactants needed to synthesize it. The reactants are: I[C:2]1[N:6]([C:7]2[CH:12]=[CH:11][CH:10]=[CH:9][CH:8]=2)[N:5]=[C:4]([NH2:13])[CH:3]=1.[CH2:14]([C:18]1[CH:19]=[C:20](B2OC(C)(C)C(C)(C)O2)[CH:21]=[CH:22][CH:23]=1)[CH2:15][CH2:16][CH3:17].C(=O)([O-])[O-].[Na+].[Na+].C1(P(C2CCCCC2)C2CCCCC2)CCCCC1.C(=O)([O-])O.[Na+]. (7) Given the product [CH3:18][O:19][C:20]1[CH:27]=[CH:26][C:23]([CH2:24][N:12]2[CH:13]=[C:14]([N+:15]([O-:17])=[O:16])[C:10]([N+:7]([O-:9])=[O:8])=[N:11]2)=[CH:22][CH:21]=1, predict the reactants needed to synthesize it. The reactants are: C(=O)([O-])[O-].[K+].[K+].[N+:7]([C:10]1[C:14]([N+:15]([O-:17])=[O:16])=[CH:13][NH:12][N:11]=1)([O-:9])=[O:8].[CH3:18][O:19][C:20]1[CH:27]=[CH:26][C:23]([CH2:24]Cl)=[CH:22][CH:21]=1.